This data is from hERG potassium channel inhibition data for cardiac toxicity prediction from Karim et al.. The task is: Regression/Classification. Given a drug SMILES string, predict its toxicity properties. Task type varies by dataset: regression for continuous values (e.g., LD50, hERG inhibition percentage) or binary classification for toxic/non-toxic outcomes (e.g., AMES mutagenicity, cardiotoxicity, hepatotoxicity). Dataset: herg_karim. (1) The molecule is COCc1nc(-c2ccc(N3C(=O)N(c4cc(O)ncn4)C4(CCN(Cc5ncccc5C)CC4)C3=O)cc2)no1. The result is 1 (blocker). (2) The drug is COc1ccc([C@@H](C)N[C@@H]2CC[C@@H](C(=O)N3CCC(c4ccccc4)(c4ccc(OC)nc4)CC3)C(C)(C)C2)cc1. The result is 1 (blocker). (3) The drug is O=C(Cc1ccc(OCC[C@@H]2C[C@@H]2C2CCN(c3ncc(Cl)cn3)CC2)cc1F)N1CC(O)C1. The result is 1 (blocker). (4) The drug is C[C@@H]1COc2c(N3CC[NH+](C)CC3)c(F)cc3c(=O)c(C(=O)[O-])cn1c23. The result is 0 (non-blocker).